Dataset: Forward reaction prediction with 1.9M reactions from USPTO patents (1976-2016). Task: Predict the product of the given reaction. (1) The product is: [CH2:1]([O:3][C:4](=[O:33])[C:5]([O:8][C:9]1[CH:10]=[CH:11][C:12]([O:15][CH2:16][CH2:17][CH:18]2[CH2:22][N:21]([CH2:23][C:24]3[CH:29]=[CH:28][C:27]([CH3:30])=[C:26]([CH3:31])[CH:25]=3)[C:20](=[O:32])[N:19]2[CH3:37])=[CH:13][CH:14]=1)([CH3:6])[CH3:7])[CH3:2]. Given the reactants [CH2:1]([O:3][C:4](=[O:33])[C:5]([O:8][C:9]1[CH:14]=[CH:13][C:12]([O:15][CH2:16][CH2:17][CH:18]2[CH2:22][N:21]([CH2:23][C:24]3[CH:29]=[CH:28][C:27]([CH3:30])=[C:26]([CH3:31])[CH:25]=3)[C:20](=[O:32])[NH:19]2)=[CH:11][CH:10]=1)([CH3:7])[CH3:6])[CH3:2].[H-].[Na+].I[CH3:37], predict the reaction product. (2) Given the reactants [F:1][C:2]1[CH:7]=[CH:6][C:5]([CH:8](O)[CH2:9][N:10]([CH3:20])[S:11]([C:14]2[S:15][C:16]([Br:19])=[CH:17][CH:18]=2)(=[O:13])=[O:12])=[CH:4][CH:3]=1.C(N(S(F)(F)[F:28])CC)C.C(=O)(O)[O-].[Na+], predict the reaction product. The product is: [F:28][CH:8]([C:5]1[CH:6]=[CH:7][C:2]([F:1])=[CH:3][CH:4]=1)[CH2:9][N:10]([CH3:20])[S:11]([C:14]1[S:15][C:16]([Br:19])=[CH:17][CH:18]=1)(=[O:13])=[O:12]. (3) Given the reactants [F:1][C:2]([F:29])([F:28])[C:3]1[CH:8]=[CH:7][C:6]([C:9]2[O:10][C:11]3[C:16]([C:17](=[O:20])[C:18]=2[OH:19])=[C:15]([OH:21])[CH:14]=[C:13]([OH:22])[C:12]=3[CH2:23][CH:24]=[C:25]([CH3:27])[CH3:26])=[CH:5][CH:4]=1.[C:30](=O)([O-])[O-].[Cs+].[Cs+].C(Br)C=C(C)C.Cl, predict the reaction product. The product is: [F:29][C:2]([F:1])([F:28])[C:3]1[CH:8]=[CH:7][C:6]([C:9]2[O:10][C:11]3[C:16]([C:17](=[O:20])[C:18]=2[O:19][CH3:30])=[C:15]([OH:21])[CH:14]=[C:13]([OH:22])[C:12]=3[CH2:23][CH:24]=[C:25]([CH3:26])[CH3:27])=[CH:5][CH:4]=1. (4) Given the reactants Cl.[CH3:2][O:3][C:4]1[CH:5]=[C:6]([C:12]2[C:13]([CH3:25])([CH3:24])[C:14](=[O:23])[N:15]([CH:17]3[CH2:22][CH2:21][NH:20][CH2:19][CH2:18]3)[N:16]=2)[CH:7]=[CH:8][C:9]=1[O:10][CH3:11].[CH3:26][O:27][C:28]([C:30]1[CH:31]=[C:32]([CH:36]=[CH:37][CH:38]=1)[C:33](O)=[O:34])=[O:29], predict the reaction product. The product is: [CH3:2][O:3][C:4]1[CH:5]=[C:6]([C:12]2[C:13]([CH3:25])([CH3:24])[C:14](=[O:23])[N:15]([CH:17]3[CH2:22][CH2:21][N:20]([C:33]([C:32]4[CH:31]=[C:30]([CH:38]=[CH:37][CH:36]=4)[C:28]([O:27][CH3:26])=[O:29])=[O:34])[CH2:19][CH2:18]3)[N:16]=2)[CH:7]=[CH:8][C:9]=1[O:10][CH3:11]. (5) Given the reactants [F:1][C:2]1[CH:15]=[CH:14][CH:13]=[C:12]([F:16])[C:3]=1[C:4]([NH:6][C:7]1[CH:11]=[CH:10][NH:9][N:8]=1)=[O:5].C(=O)([O-])[O-].[K+].[K+].Br[CH2:24][C:25]1[CH:30]=[CH:29][CH:28]=[CH:27][C:26]=1[O:31][CH2:32][CH2:33][CH2:34][CH3:35].FC1C=CC=C(F)C=1C(NC1C=CN(CC2C=C(O)C=CC=2C)N=1)=O, predict the reaction product. The product is: [CH2:32]([O:31][C:26]1[CH:27]=[CH:28][CH:29]=[CH:30][C:25]=1[CH2:24][N:9]1[CH:10]=[CH:11][C:7]([NH:6][C:4](=[O:5])[C:3]2[C:12]([F:16])=[CH:13][CH:14]=[CH:15][C:2]=2[F:1])=[N:8]1)[CH2:33][CH2:34][CH3:35]. (6) Given the reactants [F:1][C:2]1[C:7]([OH:8])=[CH:6][CH:5]=[C:4]([F:9])[C:3]=1[C:10]([NH2:12])=[O:11].Cl[CH2:14][C:15]1[S:16][C:17]2[CH:23]=[CH:22][CH:21]=[C:20]([CH2:24][CH3:25])[C:18]=2[N:19]=1, predict the reaction product. The product is: [CH2:24]([C:20]1[C:18]2[N:19]=[C:15]([CH2:14][O:8][C:7]3[C:2]([F:1])=[C:3]([C:10]([NH2:12])=[O:11])[C:4]([F:9])=[CH:5][CH:6]=3)[S:16][C:17]=2[CH:23]=[CH:22][CH:21]=1)[CH3:25].